From a dataset of Reaction yield outcomes from USPTO patents with 853,638 reactions. Predict the reaction yield, written as a fraction of the theoretical maximum amount of product (1.0 means a 100% yield; for example, 0.34 means a 34% yield). (1) The reactants are Cl.[CH2:2]([O:4][C:5](=[O:9])[CH:6]([CH3:8])[NH2:7])[CH3:3].[CH2:10]([O:14][C:15]1[CH:20]=[CH:19][C:18]([S:21](Cl)(=[O:23])=[O:22])=[CH:17][CH:16]=1)[C:11]#[C:12][CH3:13]. No catalyst specified. The product is [CH2:2]([O:4][C:5](=[O:9])[CH:6]([NH:7][S:21]([C:18]1[CH:17]=[CH:16][C:15]([O:14][CH2:10][C:11]#[C:12][CH3:13])=[CH:20][CH:19]=1)(=[O:23])=[O:22])[CH3:8])[CH3:3]. The yield is 0.580. (2) The reactants are [Cl:1][C:2]1[N:3]=[C:4]([N:11]2[CH2:16][CH2:15][O:14][CH2:13][CH2:12]2)[C:5]2[O:10][CH:9]=[CH:8][C:6]=2[N:7]=1.C([Li])CCC.CN([CH:25]=[O:26])C. The catalyst is C1COCC1. The product is [Cl:1][C:2]1[N:3]=[C:4]([N:11]2[CH2:16][CH2:15][O:14][CH2:13][CH2:12]2)[C:5]2[O:10][C:9]([CH:25]=[O:26])=[CH:8][C:6]=2[N:7]=1. The yield is 0.500. (3) The reactants are [C:1]([O:5][C:6]([N:8]1[CH2:12][C@@H:11]([OH:13])[C@H:10]2[O:14][CH2:15][C:16]([O:19][CH3:20])([O:17][CH3:18])[C@@H:9]12)=[O:7])([CH3:4])(C)C.Cl.N1[CH:27]=[CH:26][CH:25]=[CH:24][CH:23]=1.C(Cl)(OCC1C=CC=CC=1)=O. The catalyst is C(Cl)Cl.CO. The product is [CH2:1]([O:5][C:6]([N:8]1[CH2:12][C@@H:11]([OH:13])[C@H:10]2[O:14][CH2:15][C:16]([O:17][CH3:18])([O:19][CH3:20])[C@@H:9]12)=[O:7])[C:4]1[CH:27]=[CH:26][CH:25]=[CH:24][CH:23]=1. The yield is 0.590. (4) The reactants are [NH2:1][C:2]1[C:7]([C:8](OC(C)(C)C)=[O:9])=[C:6]([C:15]2[CH2:16][N:17]([C:21]([O:23][C:24]([CH3:27])([CH3:26])[CH3:25])=[O:22])[CH2:18][CH2:19][CH:20]=2)[CH:5]=[C:4]([C:28]2[CH:33]=[CH:32][CH:31]=[CH:30][C:29]=2[O:34][CH2:35][C:36]2[CH:41]=[CH:40][C:39]([O:42][CH3:43])=[CH:38][CH:37]=2)[N:3]=1.[H-].COCCO[Al+]OCCOC.[Na+].[H-]. The catalyst is C1COCC1. The product is [NH2:1][C:2]1[C:7]([CH2:8][OH:9])=[C:6]([C:15]2[CH2:16][N:17]([C:21]([O:23][C:24]([CH3:27])([CH3:26])[CH3:25])=[O:22])[CH2:18][CH2:19][CH:20]=2)[CH:5]=[C:4]([C:28]2[CH:33]=[CH:32][CH:31]=[CH:30][C:29]=2[O:34][CH2:35][C:36]2[CH:37]=[CH:38][C:39]([O:42][CH3:43])=[CH:40][CH:41]=2)[N:3]=1. The yield is 0.570. (5) The reactants are Cl[C:2]1[CH:11]=[C:10]2[C:5]([CH:6]=[C:7]([C:29]3[C:34]([Cl:35])=[C:33]([O:36][CH3:37])[CH:32]=[C:31]([O:38][CH3:39])[C:30]=3[Cl:40])[C:8](=[O:28])[N:9]2[CH2:12][CH2:13][CH2:14][N:15]2[CH2:20][CH2:19][N:18]([C:21]([O:23][C:24]([CH3:27])([CH3:26])[CH3:25])=[O:22])[CH2:17][CH2:16]2)=[CH:4][N:3]=1.[C:41]1([C:47]([C:49]2[CH:54]=[CH:53][CH:52]=[CH:51][CH:50]=2)=[NH:48])[CH:46]=[CH:45][CH:44]=[CH:43][CH:42]=1.C1C=CC(P(C2C(C3C(P(C4C=CC=CC=4)C4C=CC=CC=4)=CC=C4C=3C=CC=C4)=C3C(C=CC=C3)=CC=2)C2C=CC=CC=2)=CC=1.C(O[Na])(C)(C)C. The catalyst is C1(C)C=CC=CC=1.C1C=CC(/C=C/C(/C=C/C2C=CC=CC=2)=O)=CC=1.C1C=CC(/C=C/C(/C=C/C2C=CC=CC=2)=O)=CC=1.C1C=CC(/C=C/C(/C=C/C2C=CC=CC=2)=O)=CC=1.[Pd].[Pd]. The product is [Cl:35][C:34]1[C:33]([O:36][CH3:37])=[CH:32][C:31]([O:38][CH3:39])=[C:30]([Cl:40])[C:29]=1[C:7]1[C:8](=[O:28])[N:9]([CH2:12][CH2:13][CH2:14][N:15]2[CH2:16][CH2:17][N:18]([C:21]([O:23][C:24]([CH3:25])([CH3:27])[CH3:26])=[O:22])[CH2:19][CH2:20]2)[C:10]2[C:5]([CH:6]=1)=[CH:4][N:3]=[C:2]([N:48]=[C:47]([C:41]1[CH:46]=[CH:45][CH:44]=[CH:43][CH:42]=1)[C:49]1[CH:54]=[CH:53][CH:52]=[CH:51][CH:50]=1)[CH:11]=2. The yield is 0.590. (6) The reactants are [NH2:1][C:2]1[CH:3]=[C:4]([CH:21]=[CH:22][C:23]=1[CH3:24])[O:5][C:6]1[CH:7]=[CH:8][C:9]2[N:10]([CH:12]=[C:13]([NH:15][C:16]([CH:18]3[CH2:20][CH2:19]3)=[O:17])[N:14]=2)[N:11]=1.[C:25]1([C:30](O)=[O:31])[CH2:29][CH2:28][CH2:27][CH:26]=1.ON1C2C=CC=CC=2N=N1.C(N(CC)C(C)C)(C)C. The catalyst is CN(C)C(=O)C. The product is [CH:18]1([C:16]([NH:15][C:13]2[N:14]=[C:9]3[CH:8]=[CH:7][C:6]([O:5][C:4]4[CH:21]=[CH:22][C:23]([CH3:24])=[C:2]([NH:1][C:30]([C:25]5[CH2:29][CH2:28][CH2:27][CH:26]=5)=[O:31])[CH:3]=4)=[N:11][N:10]3[CH:12]=2)=[O:17])[CH2:20][CH2:19]1. The yield is 0.210. (7) The reactants are [F:1][C:2]1[CH:7]=[C:6]([F:8])[CH:5]=[CH:4][C:3]=1[C:9]1[N:10]=[C:11]2[C:16]([CH3:17])=[N:15][CH:14]=[CH:13][N:12]2[C:18]=1[C:19]1[CH:24]=[CH:23][N:22]=[C:21](S(C)(=O)=O)[N:20]=1.[NH2:29][CH2:30][C:31]([CH3:35])([CH3:34])[CH2:32][OH:33]. The catalyst is C(#N)C. The product is [F:1][C:2]1[CH:7]=[C:6]([F:8])[CH:5]=[CH:4][C:3]=1[C:9]1[N:10]=[C:11]2[C:16]([CH3:17])=[N:15][CH:14]=[CH:13][N:12]2[C:18]=1[C:19]1[CH:24]=[CH:23][N:22]=[C:21]([NH:29][CH2:30][C:31]([CH3:35])([CH3:34])[CH2:32][OH:33])[N:20]=1. The yield is 0.590.